Dataset: Catalyst prediction with 721,799 reactions and 888 catalyst types from USPTO. Task: Predict which catalyst facilitates the given reaction. Reactant: [Si:1]([O:8][CH2:9][C@H:10]1[N:14]([C:15](=[O:38])[C:16]2[CH:21]=[C:20]([O:22][CH3:23])[C:19]([O:24][Si:25]([CH:32]([CH3:34])[CH3:33])([CH:29]([CH3:31])[CH3:30])[CH:26]([CH3:28])[CH3:27])=[CH:18][C:17]=2[N+:35]([O-])=O)[CH:13]=[C:12]([C:39]2[CH:44]=[CH:43][C:42]([NH:45][C:46](=[O:74])[C@@H:47]([NH:49][C:50](=[O:73])[C@@H:51]([NH:55][C:56](=[O:72])[O:57][CH2:58][CH:59]3[C:71]4[CH:70]=[CH:69][CH:68]=[CH:67][C:66]=4[C:65]4[C:60]3=[CH:61][CH:62]=[CH:63][CH:64]=4)[CH:52]([CH3:54])[CH3:53])[CH3:48])=[CH:41][CH:40]=2)[CH2:11]1)([C:4]([CH3:7])([CH3:6])[CH3:5])([CH3:3])[CH3:2].C(O)=O. Product: [NH2:35][C:17]1[CH:18]=[C:19]([O:24][Si:25]([CH:32]([CH3:34])[CH3:33])([CH:29]([CH3:31])[CH3:30])[CH:26]([CH3:27])[CH3:28])[C:20]([O:22][CH3:23])=[CH:21][C:16]=1[C:15]([N:14]1[C@H:10]([CH2:9][O:8][Si:1]([C:4]([CH3:7])([CH3:5])[CH3:6])([CH3:3])[CH3:2])[CH2:11][C:12]([C:39]2[CH:40]=[CH:41][C:42]([NH:45][C:46](=[O:74])[C@@H:47]([NH:49][C:50](=[O:73])[C@@H:51]([NH:55][C:56](=[O:72])[O:57][CH2:58][CH:59]3[C:60]4[CH:61]=[CH:62][CH:63]=[CH:64][C:65]=4[C:66]4[C:71]3=[CH:70][CH:69]=[CH:68][CH:67]=4)[CH:52]([CH3:53])[CH3:54])[CH3:48])=[CH:43][CH:44]=2)=[CH:13]1)=[O:38]. The catalyst class is: 284.